From a dataset of Full USPTO retrosynthesis dataset with 1.9M reactions from patents (1976-2016). Predict the reactants needed to synthesize the given product. Given the product [CH3:33][O:32][C:30]([C:29]1[CH:28]=[CH:27][C:26]([C:13]2[C:14]([CH3:24])([CH3:25])[C@H:15]3[C@:10]([CH3:36])([CH2:11][CH:12]=2)[C@@H:9]2[C@:18]([CH3:23])([C@@:19]4([CH3:22])[C@H:6]([CH2:7][CH2:8]2)[C@H:5]2[C@H:37]([C:40]([CH3:42])=[CH2:41])[CH2:38][CH2:39][C@:4]2([NH:1][CH2:2][CH2:3][N:45]2[CH2:44][C@@H:43]5[CH2:56][C@@H:47]([N:48]5[C:49]([O:51][C:52]([CH3:53])([CH3:55])[CH3:54])=[O:50])[CH2:46]2)[CH2:21][CH2:20]4)[CH2:17][CH2:16]3)=[CH:35][CH:34]=1)=[O:31], predict the reactants needed to synthesize it. The reactants are: [N:1]1([C@:4]23[CH2:39][CH2:38][C@@H:37]([C:40]([CH3:42])=[CH2:41])[C@@H:5]2[C@@H:6]2[C@@:19]([CH3:22])([CH2:20][CH2:21]3)[C@@:18]3([CH3:23])[C@@H:9]([C@:10]4([CH3:36])[C@@H:15]([CH2:16][CH2:17]3)[C:14]([CH3:25])([CH3:24])[C:13]([C:26]3[CH:35]=[CH:34][C:29]([C:30]([O:32][CH3:33])=[O:31])=[CH:28][CH:27]=3)=[CH:12][CH2:11]4)[CH2:8][CH2:7]2)[CH2:3][CH2:2]1.[C@H:43]12[CH2:56][C@H:47]([N:48]1[C:49]([O:51][C:52]([CH3:55])([CH3:54])[CH3:53])=[O:50])[CH2:46][NH:45][CH2:44]2.C(N(CC)C(C)C)(C)C.